From a dataset of Peptide-MHC class I binding affinity with 185,985 pairs from IEDB/IMGT. Regression. Given a peptide amino acid sequence and an MHC pseudo amino acid sequence, predict their binding affinity value. This is MHC class I binding data. The peptide sequence is MYPFIFFIV. The MHC is HLA-A02:03 with pseudo-sequence HLA-A02:03. The binding affinity (normalized) is 0.0847.